Predict which catalyst facilitates the given reaction. From a dataset of Catalyst prediction with 721,799 reactions and 888 catalyst types from USPTO. (1) Product: [CH3:22][Si:21]([N:1]([C:2]1[CH:7]=[N:6][CH:5]=[CH:4][N:3]=1)[Si:21]([CH3:24])([CH3:23])[CH3:22])([CH3:24])[CH3:23]. The catalyst class is: 11. Reactant: [NH2:1][C:2]1[CH:7]=[N:6][CH:5]=[CH:4][N:3]=1.C(N(CC)CC)C.FC(F)(F)S(O[Si:21]([CH3:24])([CH3:23])[CH3:22])(=O)=O. (2) Product: [C:6]([C:8]1[C:16]2[C:11](=[CH:12][CH:13]=[CH:14][CH:15]=2)[N:10]([C:17]2[C:26]3[C:21](=[C:22]([C:27]([F:30])([F:28])[F:29])[CH:23]=[CH:24][CH:25]=3)[N:20]=[CH:19][CH:18]=2)[CH:9]=1)([OH:7])=[O:5]. Reactant: O.[OH-].[Li+].C[O:5][C:6]([C:8]1[C:16]2[C:11](=[CH:12][CH:13]=[CH:14][CH:15]=2)[N:10]([C:17]2[C:26]3[C:21](=[C:22]([C:27]([F:30])([F:29])[F:28])[CH:23]=[CH:24][CH:25]=3)[N:20]=[CH:19][CH:18]=2)[CH:9]=1)=[O:7]. The catalyst class is: 30. (3) Reactant: [Cl:1][C:2]1[C:3]([CH2:49][C:50]2[CH:55]=[CH:54][C:53]([CH2:56][CH3:57])=[CH:52][CH:51]=2)=[CH:4][C:5]([C@H:10]2[C@H:15]([O:16][CH2:17][C:18]3[CH:23]=[CH:22][CH:21]=[CH:20][CH:19]=3)[C@@H:14]([O:24][CH2:25][C:26]3[CH:31]=[CH:30][CH:29]=[CH:28][CH:27]=3)[C@H:13]([O:32][CH2:33][C:34]3[CH:39]=[CH:38][CH:37]=[CH:36][CH:35]=3)[C@@H:12]([CH2:40][O:41][CH2:42][C:43]3[CH:48]=[CH:47][CH:46]=[CH:45][CH:44]=3)[O:11]2)=[C:6]([CH2:8][OH:9])[CH:7]=1.C1CCN(C(N=NC(N2CCCCC2)=O)=O)CC1.P(CCCC)(CCCC)CCCC.[C:89]([CH2:93]O)([F:92])([F:91])[F:90]. Product: [CH2:33]([O:32][C@H:13]1[C@H:14]([O:24][CH2:25][C:26]2[CH:31]=[CH:30][CH:29]=[CH:28][CH:27]=2)[C@@H:15]([O:16][CH2:17][C:18]2[CH:19]=[CH:20][CH:21]=[CH:22][CH:23]=2)[C@H:10]([C:5]2[CH:4]=[C:3]([CH2:49][C:50]3[CH:51]=[CH:52][C:53]([CH2:56][CH3:57])=[CH:54][CH:55]=3)[C:2]([Cl:1])=[CH:7][C:6]=2[CH2:8][O:9][CH2:93][C:89]([F:92])([F:91])[F:90])[O:11][C@@H:12]1[CH2:40][O:41][CH2:42][C:43]1[CH:44]=[CH:45][CH:46]=[CH:47][CH:48]=1)[C:34]1[CH:39]=[CH:38][CH:37]=[CH:36][CH:35]=1. The catalyst class is: 11. (4) Reactant: [OH:1][C:2]1[CH:7]=[CH:6][C:5]([C:8](=[O:10])[CH3:9])=[CH:4][C:3]=1[CH3:11].[S:12](O[S:12]([C:15]([F:18])([F:17])[F:16])(=[O:14])=[O:13])([C:15]([F:18])([F:17])[F:16])(=[O:14])=[O:13].C(N(CC)CC)C. Product: [F:16][C:15]([F:18])([F:17])[S:12]([O:1][C:2]1[CH:7]=[CH:6][C:5]([C:8](=[O:10])[CH3:9])=[CH:4][C:3]=1[CH3:11])(=[O:14])=[O:13]. The catalyst class is: 4. (5) Reactant: C([O-])([O-])=O.[Na+].[Na+].Br[C:8]1[C:9]([CH2:31][N:32]2[CH2:37][CH2:36][O:35][CH2:34][CH2:33]2)=[CH:10][C:11]([O:23][CH2:24][C:25]2[CH:30]=[CH:29][CH:28]=[CH:27][CH:26]=2)=[C:12]([CH:22]=1)[C:13]([NH:15][C:16]1[CH:21]=[CH:20][N:19]=[N:18][CH:17]=1)=[O:14].[CH3:38][N:39]1[CH:43]=[C:42](B(O)O)[CH:41]=[N:40]1. Product: [CH3:38][N:39]1[CH:43]=[C:42]([C:8]2[C:9]([CH2:31][N:32]3[CH2:33][CH2:34][O:35][CH2:36][CH2:37]3)=[CH:10][C:11]([O:23][CH2:24][C:25]3[CH:26]=[CH:27][CH:28]=[CH:29][CH:30]=3)=[C:12]([CH:22]=2)[C:13]([NH:15][C:16]2[CH:21]=[CH:20][N:19]=[N:18][CH:17]=2)=[O:14])[CH:41]=[N:40]1. The catalyst class is: 104.